Task: Predict the reactants needed to synthesize the given product.. Dataset: Full USPTO retrosynthesis dataset with 1.9M reactions from patents (1976-2016) (1) Given the product [CH2:1]([NH:3][C:4]([NH:5][C:10]1[S:11][C:12]2[C:18]([O:19][CH3:20])=[CH:17][C:16]([C:21]3[CH:22]=[N:23][C:24]([N:27]4[CH2:32][CH2:31][C:30]([CH3:38])([C:33]([OH:35])=[O:34])[CH2:29][CH2:28]4)=[N:25][CH:26]=3)=[CH:15][C:13]=2[N:14]=1)=[O:39])[CH3:2], predict the reactants needed to synthesize it. The reactants are: [CH2:1]([N:3]1CN(C)C[N:5]([C:10]2[S:11][C:12]3[C:18]([O:19][CH3:20])=[CH:17][C:16]([C:21]4[CH:22]=[N:23][C:24]([N:27]5[CH2:32][CH2:31][C:30]([CH3:38])([C:33]([O:35]CC)=[O:34])[CH2:29][CH2:28]5)=[N:25][CH:26]=4)=[CH:15][C:13]=3[N:14]=2)[C:4]1=[O:39])[CH3:2]. (2) Given the product [CH:1]1([C:4]2[CH:10]=[CH:9][C:7]([I:18])=[C:6]([N+:11]([O-:13])=[O:12])[CH:5]=2)[CH2:3][CH2:2]1, predict the reactants needed to synthesize it. The reactants are: [CH:1]1([C:4]2[CH:10]=[CH:9][C:7](N)=[C:6]([N+:11]([O-:13])=[O:12])[CH:5]=2)[CH2:3][CH2:2]1.N([O-])=O.[Na+].[I-:18].[K+].C(OCC)(=O)C. (3) The reactants are: N(OC(C)(C)C)=O.N[C:9]1[S:10][C:11]([C:20]([O:22][CH2:23][CH3:24])=[O:21])=[C:12]([C:14]2[CH:19]=[CH:18][CH:17]=[CH:16][CH:15]=2)[N:13]=1.[ClH:25]. Given the product [Cl:25][C:9]1[S:10][C:11]([C:20]([O:22][CH2:23][CH3:24])=[O:21])=[C:12]([C:14]2[CH:19]=[CH:18][CH:17]=[CH:16][CH:15]=2)[N:13]=1, predict the reactants needed to synthesize it. (4) Given the product [Si:1]([O:8][CH2:9][C@@H:10]1[C:11]([CH3:12])=[C:24]([CH3:25])[C:23](=[O:27])[CH2:22][N:14]1[C:15]([O:16][C:17]([CH3:18])([CH3:20])[CH3:19])=[O:21])([C:4]([CH3:5])([CH3:6])[CH3:7])([CH3:2])[CH3:3], predict the reactants needed to synthesize it. The reactants are: [Si:1]([O:8][CH2:9][C@@H:10]([N:14]([CH2:22][C:23](=[O:27])[C:24](C)=[CH2:25])[C:15](=[O:21])[O:16][C:17]([CH3:20])([CH3:19])[CH3:18])[C:11](C)=[CH2:12])([C:4]([CH3:7])([CH3:6])[CH3:5])([CH3:3])[CH3:2].[Si](OC[C@@H]1C=C(C)C(=O)CN1C(OC(C)(C)C)=O)(C(C)(C)C)(C)C. (5) Given the product [CH3:5][C:6]1[C:15]2[C:10](=[CH:11][CH:12]=[CH:13][CH:14]=2)[C:9]([N+:1]([O-:4])=[O:2])=[CH:8][CH:7]=1, predict the reactants needed to synthesize it. The reactants are: [N+:1]([O-:4])(O)=[O:2].[CH3:5][C:6]1[C:15]2[C:10](=[CH:11][CH:12]=[CH:13][CH:14]=2)[CH:9]=[CH:8][CH:7]=1. (6) Given the product [Cl:20][CH2:21][CH2:22][CH2:23][CH:6]1[CH2:5][C:4]2[C:9](=[CH:10][CH:11]=[C:2]([F:1])[CH:3]=2)[N:8]([C:12]2[CH:17]=[CH:16][C:15]([CH3:18])=[CH:14][CH:13]=2)[C:7]1=[O:19], predict the reactants needed to synthesize it. The reactants are: [F:1][C:2]1[CH:3]=[C:4]2[C:9](=[CH:10][CH:11]=1)[N:8]([C:12]1[CH:17]=[CH:16][C:15]([CH3:18])=[CH:14][CH:13]=1)[C:7](=[O:19])[CH2:6][CH2:5]2.[Cl:20][CH2:21][CH2:22][CH2:23]C1CC2C(=CC=CC=2)N(C2C=CC=CC=2)C1=O.BrCCCCl. (7) Given the product [NH2:8][CH2:9][CH2:10][CH2:11][CH2:12][CH2:13][CH2:14][O:15][C:16]1[C:39]([O:40][CH3:41])=[CH:38][C:19]2[C:20]3[N:25]([CH:26]([C:28]([CH3:33])([CH3:32])[CH2:29][O:30][CH3:31])[CH2:27][C:18]=2[CH:17]=1)[CH:24]=[C:23]([C:34]([OH:36])=[O:35])[C:22](=[O:37])[CH:21]=3, predict the reactants needed to synthesize it. The reactants are: C(OC([NH:8][CH2:9][CH2:10][CH2:11][CH2:12][CH2:13][CH2:14][O:15][C:16]1[C:39]([O:40][CH3:41])=[CH:38][C:19]2[C:20]3[N:25]([CH:26]([C:28]([CH3:33])([CH3:32])[CH2:29][O:30][CH3:31])[CH2:27][C:18]=2[CH:17]=1)[CH:24]=[C:23]([C:34]([OH:36])=[O:35])[C:22](=[O:37])[CH:21]=3)=O)(C)(C)C.Cl.C([O-])([O-])=O.[Na+].[Na+]. (8) Given the product [C:1]([O:5][C:6]([N:8]([CH2:21][CH:22]1[CH2:27][CH2:26][N:25]([CH2:28][CH2:29][CH2:30][CH2:31][CH2:32][C:33]([OH:35])=[O:34])[CH2:24][CH:23]1[C:37]1[CH:42]=[CH:41][CH:40]=[C:39]([F:43])[CH:38]=1)[C@@H:9]([C:11]1[C:20]2[C:15](=[CH:16][CH:17]=[CH:18][CH:19]=2)[CH:14]=[CH:13][CH:12]=1)[CH3:10])=[O:7])([CH3:2])([CH3:3])[CH3:4], predict the reactants needed to synthesize it. The reactants are: [C:1]([O:5][C:6]([N:8]([CH2:21][CH:22]1[CH2:27][CH2:26][N:25]([CH2:28][CH2:29][CH2:30][CH2:31][CH2:32][C:33]([O:35]C)=[O:34])[CH2:24][CH:23]1[C:37]1[CH:42]=[CH:41][CH:40]=[C:39]([F:43])[CH:38]=1)[C@@H:9]([C:11]1[C:20]2[C:15](=[CH:16][CH:17]=[CH:18][CH:19]=2)[CH:14]=[CH:13][CH:12]=1)[CH3:10])=[O:7])([CH3:4])([CH3:3])[CH3:2].[OH-].[Na+].Cl.